From a dataset of Full USPTO retrosynthesis dataset with 1.9M reactions from patents (1976-2016). Predict the reactants needed to synthesize the given product. Given the product [CH:10]1[C:9]2[CH2:8][CH2:7][C:1]3[CH:2]=[CH:3][CH:4]=[CH:5][C:6]=3[C:15](=[O:17])[C:14]=2[CH:13]=[CH:12][N:11]=1, predict the reactants needed to synthesize it. The reactants are: [C:1]1([CH2:7][CH2:8][C:9]2[CH:10]=[N:11][CH:12]=[CH:13][C:14]=2[C:15]([OH:17])=O)[CH:6]=[CH:5][CH:4]=[CH:3][CH:2]=1.[OH-].[Na+].